This data is from Forward reaction prediction with 1.9M reactions from USPTO patents (1976-2016). The task is: Predict the product of the given reaction. (1) Given the reactants Br[CH2:2][C:3]1[CH:8]=[CH:7][C:6]([B:9]2[O:13][C:12]([CH3:15])([CH3:14])[C:11]([CH3:17])([CH3:16])[O:10]2)=[CH:5][CH:4]=1.CO.[C:20](Cl)([CH3:22])=[O:21].[CH3:24][NH2:25], predict the reaction product. The product is: [CH3:24][N:25]([CH2:2][C:3]1[CH:8]=[CH:7][C:6]([B:9]2[O:13][C:12]([CH3:15])([CH3:14])[C:11]([CH3:17])([CH3:16])[O:10]2)=[CH:5][CH:4]=1)[C:20](=[O:21])[CH3:22]. (2) The product is: [Br:3][C:4]1[CH:9]=[CH:8][C:7]([O:10][CH2:12][C:13](=[O:20])[CH2:14][C:15]([O:17][CH2:18][CH3:19])=[O:16])=[CH:6][CH:5]=1. Given the reactants [OH-].[Na+].[Br:3][C:4]1[CH:9]=[CH:8][C:7]([OH:10])=[CH:6][CH:5]=1.Cl[CH2:12][C:13](=[O:20])[CH2:14][C:15]([O:17][CH2:18][CH3:19])=[O:16].Cl, predict the reaction product.